From a dataset of Catalyst prediction with 721,799 reactions and 888 catalyst types from USPTO. Predict which catalyst facilitates the given reaction. (1) Reactant: [CH:1]([C:4]1[CH:9]=[CH:8][C:7]([C:10]2[N:14]([CH2:15][CH2:16][O:17][CH3:18])[C:13]3[C:19]([O:32][CH3:33])=[CH:20][C:21]([CH2:23][C:24]4[CH:29]=[CH:28][CH:27]=[CH:26][C:25]=4[S:30][CH3:31])=[CH:22][C:12]=3[N:11]=2)=[CH:6][CH:5]=1)([CH3:3])[CH3:2].OO.CC[O:38]C(C)=O. Product: [CH:1]([C:4]1[CH:5]=[CH:6][C:7]([C:10]2[N:14]([CH2:15][CH2:16][O:17][CH3:18])[C:13]3[C:19]([O:32][CH3:33])=[CH:20][C:21]([CH2:23][C:24]4[CH:29]=[CH:28][CH:27]=[CH:26][C:25]=4[S:30]([CH3:31])=[O:38])=[CH:22][C:12]=3[N:11]=2)=[CH:8][CH:9]=1)([CH3:3])[CH3:2]. The catalyst class is: 15. (2) Reactant: [CH2:1]([N:8]1[CH2:13][CH2:12][CH:11]([OH:14])[CH:10]([CH3:15])[CH2:9]1)[C:2]1[CH:7]=[CH:6][CH:5]=[CH:4][CH:3]=1.C(N(CC)CC)C.[CH3:23][C:24]([CH3:29])([CH3:28])[C:25](Cl)=[O:26]. Product: [CH2:1]([N:8]1[CH2:13][CH2:12][C@@H:11]([O:14][C:25](=[O:26])[C:24]([CH3:29])([CH3:28])[CH3:23])[C@H:10]([CH3:15])[CH2:9]1)[C:2]1[CH:3]=[CH:4][CH:5]=[CH:6][CH:7]=1. The catalyst class is: 1.